Dataset: Full USPTO retrosynthesis dataset with 1.9M reactions from patents (1976-2016). Task: Predict the reactants needed to synthesize the given product. (1) Given the product [CH3:11][O:12][C:13]1[CH:17]=[CH:16][C:15]([OH:14])=[C:3]([C:2]([F:10])([F:9])[F:1])[C:4]=1[C:5]([F:8])([F:7])[F:6], predict the reactants needed to synthesize it. The reactants are: [F:1][C:2]([F:10])([F:9])[C:3]#[C:4][C:5]([F:8])([F:7])[F:6].[CH3:11][O:12][C:13]1[O:14][CH:15]=[CH:16][CH:17]=1. (2) Given the product [CH2:42]([O:49][C:50]1[CH:51]=[CH:52][C:53]([NH:54][C:17]([C:13]2[CH:12]=[C:11]3[C:16]([C:8]([N:5]4[CH2:4][CH2:3][N:2]([CH3:1])[CH2:7][CH2:6]4)=[N:9][NH:10]3)=[CH:15][CH:14]=2)=[O:19])=[CH:55][CH:56]=1)[C:43]1[CH:44]=[CH:45][CH:46]=[CH:47][CH:48]=1, predict the reactants needed to synthesize it. The reactants are: [CH3:1][N:2]1[CH2:7][CH2:6][N:5]([C:8]2[C:16]3[C:11](=[CH:12][C:13]([C:17]([O-:19])=O)=[CH:14][CH:15]=3)[NH:10][N:9]=2)[CH2:4][CH2:3]1.[Li+].C(Cl)CCl.C1C=CC2N(O)N=NC=2C=1.CCN(CC)CC.[CH2:42]([O:49][C:50]1[CH:56]=[CH:55][C:53]([NH2:54])=[CH:52][CH:51]=1)[C:43]1[CH:48]=[CH:47][CH:46]=[CH:45][CH:44]=1.Cl. (3) Given the product [N:25]1([CH2:31][CH2:32][CH2:33][NH:34][C:22]([C:3]2[C:4]3[CH:10]=[CH:9][C:8]([O:11][C:12]4[CH:17]=[CH:16][N:15]=[C:14]5[CH:18]=[C:19]([CH3:21])[S:20][C:13]=45)=[CH:7][C:5]=3[S:6][C:2]=2[CH3:1])=[O:23])[CH2:30][CH2:29][O:28][CH2:27][CH2:26]1, predict the reactants needed to synthesize it. The reactants are: [CH3:1][C:2]1[S:6][C:5]2[CH:7]=[C:8]([O:11][C:12]3[CH:17]=[CH:16][N:15]=[C:14]4[CH:18]=[C:19]([CH3:21])[S:20][C:13]=34)[CH:9]=[CH:10][C:4]=2[C:3]=1[C:22](Cl)=[O:23].[N:25]1([CH2:31][CH2:32][CH2:33][NH2:34])[CH2:30][CH2:29][O:28][CH2:27][CH2:26]1. (4) Given the product [CH2:1]([C:7]1[CH:8]=[CH:9][C:10]2[C:27](=[CH:26][C:25]3[C:12]([CH:11]=2)=[CH:13][C:14]2[C:23](=[CH:22][C:21]4[C:16]([CH:15]=2)=[CH:17][C:18]([CH2:30][CH2:31][CH2:32][CH2:33][CH2:34][CH3:35])=[CH:19][CH:20]=4)[CH:24]=3)[CH:28]=1)[CH2:2][CH2:3][CH2:4][CH2:5][CH3:6], predict the reactants needed to synthesize it. The reactants are: [CH2:1]([C:7]1[CH:8]=[CH:9][C:10]2[CH2:11][C:12]3[C:25]([C:26](=O)[C:27]=2[CH:28]=1)=[CH:24][C:23]1[CH2:22][C:21]2[C:16](=[CH:17][C:18]([CH2:30][CH2:31][CH2:32][CH2:33][CH2:34][CH3:35])=[CH:19][CH:20]=2)[C:15](=O)[C:14]=1[CH:13]=3)[CH2:2][CH2:3][CH2:4][CH2:5][CH3:6]. (5) Given the product [F:1][C:2]1[CH:3]=[C:4]([NH:5][CH2:11][CH2:10][C:9]([O:13][CH2:14][CH3:15])=[O:12])[CH:6]=[CH:7][CH:8]=1, predict the reactants needed to synthesize it. The reactants are: [F:1][C:2]1[CH:3]=[C:4]([CH:6]=[CH:7][CH:8]=1)[NH2:5].[C:9]([O:13][CH2:14][CH3:15])(=[O:12])[CH:10]=[CH2:11]. (6) Given the product [Br:1][CH:2]([CH3:6])[C:3]([NH:7][C:8]1[C:9]([Cl:15])=[N:10][C:11]([Cl:14])=[CH:12][CH:13]=1)=[O:4], predict the reactants needed to synthesize it. The reactants are: [Br:1][CH:2]([CH3:6])[C:3](Br)=[O:4].[NH2:7][C:8]1[C:9]([Cl:15])=[N:10][C:11]([Cl:14])=[CH:12][CH:13]=1.O.